This data is from Full USPTO retrosynthesis dataset with 1.9M reactions from patents (1976-2016). The task is: Predict the reactants needed to synthesize the given product. (1) Given the product [Si:1]([O:8][C:9]1[CH:10]=[C:11]2[C:15](=[CH:16][CH:17]=1)[N:14]([CH3:18])[N:13]=[C:12]2[Sn:29]([CH2:31][CH2:32][CH2:33][CH3:34])([CH2:35][CH2:36][CH2:37][CH3:38])[CH2:25][CH2:26][CH2:27][CH3:28])([C:4]([CH3:7])([CH3:6])[CH3:5])([CH3:3])[CH3:2], predict the reactants needed to synthesize it. The reactants are: [Si:1]([O:8][C:9]1[CH:10]=[C:11]2[C:15](=[CH:16][CH:17]=1)[N:14]([CH3:18])[N:13]=[C:12]2I)([C:4]([CH3:7])([CH3:6])[CH3:5])([CH3:3])[CH3:2].C([Mg]Cl)(C)C.[CH2:25]([Sn:29]([CH2:35][CH2:36][CH2:37][CH3:38])([CH2:31][CH2:32][CH2:33][CH3:34])Cl)[CH2:26][CH2:27][CH3:28]. (2) Given the product [OH:4][C:5]1[CH:6]=[C:7]2[C:12](=[CH:13][CH:14]=1)[CH:11]=[C:10]([C:15]([NH:17][C:18]1[CH:19]=[C:20]([N:24]3[C:29](=[O:30])[C:28]([CH2:31][C:32]4[CH:33]=[N:34][CH:35]=[CH:36][CH:37]=4)=[N:27][C:26]4[CH:38]=[CH:39][CH:40]=[N:41][C:25]3=4)[CH:21]=[CH:22][CH:23]=1)=[O:16])[CH:9]=[CH:8]2, predict the reactants needed to synthesize it. The reactants are: C([O:4][C:5]1[CH:6]=[C:7]2[C:12](=[CH:13][CH:14]=1)[CH:11]=[C:10]([C:15]([NH:17][C:18]1[CH:19]=[C:20]([N:24]3[C:29](=[O:30])[C:28]([CH2:31][C:32]4[CH:33]=[N:34][CH:35]=[CH:36][CH:37]=4)=[N:27][C:26]4[CH:38]=[CH:39][CH:40]=[N:41][C:25]3=4)[CH:21]=[CH:22][CH:23]=1)=[O:16])[CH:9]=[CH:8]2)(=O)C. (3) Given the product [Si:1]([O:18][C:19]([CH3:37])([CH2:32][CH2:33][CH2:34][CH2:35][CH3:36])/[CH:20]=[CH:21]/[C@@H:22]1[C@@H:29]2[C@@H:25]([O:26][C:27](=[O:30])[CH2:28]2)[CH2:24][C@H:23]1[O:31][CH:39]1[CH2:40][CH2:41][CH2:42][CH2:43][O:38]1)([C:14]([CH3:16])([CH3:17])[CH3:15])([C:8]1[CH:13]=[CH:12][CH:11]=[CH:10][CH:9]=1)[C:2]1[CH:7]=[CH:6][CH:5]=[CH:4][CH:3]=1, predict the reactants needed to synthesize it. The reactants are: [Si:1]([O:18][C:19]([CH3:37])([CH2:32][CH2:33][CH2:34][CH2:35][CH3:36])/[CH:20]=[CH:21]/[C@@H:22]1[C@@H:29]2[C@@H:25]([O:26][C:27](=[O:30])[CH2:28]2)[CH2:24][C@H:23]1[OH:31])([C:14]([CH3:17])([CH3:16])[CH3:15])([C:8]1[CH:13]=[CH:12][CH:11]=[CH:10][CH:9]=1)[C:2]1[CH:7]=[CH:6][CH:5]=[CH:4][CH:3]=1.[O:38]1[CH:43]=[CH:42][CH2:41][CH2:40][CH2:39]1.C1(C)C=CC(S(O)(=O)=O)=CC=1. (4) The reactants are: C(OC([N:8]1[CH2:12][CH2:11][CH2:10][C:9]1([CH2:24][CH2:25][CH3:26])[C:13]([C:15]1[CH:16]=[C:17]2[CH:23]=[CH:22][NH:21][C:18]2=[N:19][CH:20]=1)=[O:14])=O)(C)(C)C. Given the product [CH2:24]([C:9]1([C:13]([C:15]2[CH:16]=[C:17]3[CH:23]=[CH:22][NH:21][C:18]3=[N:19][CH:20]=2)=[O:14])[CH2:10][CH2:11][CH2:12][NH:8]1)[CH2:25][CH3:26], predict the reactants needed to synthesize it. (5) Given the product [Cl:1][C:2]1[CH:3]=[CH:4][C:5]([C:8]2[CH:9]=[N:10][CH:11]=[C:12]3[C:17]=2[N:16]=[C:15]([C:18]([N:42]2[CH2:43][CH2:44][CH2:45][CH2:40][CH2:41]2)=[O:20])[CH:14]=[CH:13]3)=[CH:6][CH:7]=1, predict the reactants needed to synthesize it. The reactants are: [Cl:1][C:2]1[CH:7]=[CH:6][C:5]([C:8]2[CH:9]=[N:10][CH:11]=[C:12]3[C:17]=2[N:16]=[C:15]([C:18]([OH:20])=O)[CH:14]=[CH:13]3)=[CH:4][CH:3]=1.C(N(CC)C(C)C)(C)C.F[P-](F)(F)(F)(F)F.N1(OC(N(C)C)=[N+](C)C)[C:41]2[N:42]=[CH:43][CH:44]=[CH:45][C:40]=2N=N1.N1CCCCC1. (6) Given the product [NH2:7][C:8]1[C:9]([CH2:15][OH:16])=[N:10][C:11]([Br:14])=[CH:12][N:13]=1, predict the reactants needed to synthesize it. The reactants are: [H-].[Al+3].[Li+].[H-].[H-].[H-].[NH2:7][C:8]1[C:9]([C:15](OC)=[O:16])=[N:10][C:11]([Br:14])=[CH:12][N:13]=1.O.[OH-].[Na+].